Dataset: Experimentally validated miRNA-target interactions with 360,000+ pairs, plus equal number of negative samples. Task: Binary Classification. Given a miRNA mature sequence and a target amino acid sequence, predict their likelihood of interaction. The miRNA is hsa-miR-4300 with sequence UGGGAGCUGGACUACUUC. The protein sequence of the target gene is MSTTVNVDSLAEYEKSQIKRALELGTVMTVFSFRKSTPERRTVQVIMETRQVAWSKTADKIEGFLDIMEIKEIRPGKNSKDFERAKAVRQKEDCCFTILYGTQFVLSTLSLAADSKEDAVNWLSGLKILHQEAMNASTPTIIESWLRKQIYSVDQTRRNSISLRELKTILPLINFKVSSAKFLKDKFVEIGAHKDELSFEQFHLFYKKLMFEQQKSILDEFKKDSSVFILGNTDRPDASAVYLHDFQRFLIHEQQEHWAQDLNKVRERMTKFIDDTMRETAEPFLFVDEFLTYLFSRENS.... Result: 0 (no interaction).